From a dataset of Catalyst prediction with 721,799 reactions and 888 catalyst types from USPTO. Predict which catalyst facilitates the given reaction. (1) Product: [CH3:1][C:2]1[N:6]([CH:7]([CH3:9])[CH3:8])[C:5]([C:10]2[CH:15]=[CH:14][N:13]=[C:12]([NH:16][CH:17]3[CH2:18][CH2:19][CH:20]([NH:23][S:36]([CH2:24][CH2:25][N:26]4[CH2:27][CH2:29][CH2:32][CH2:30]4)(=[O:38])=[O:37])[CH2:21][CH2:22]3)[N:11]=2)=[CH:4][N:3]=1. The catalyst class is: 59. Reactant: [CH3:1][C:2]1[N:6]([CH:7]([CH3:9])[CH3:8])[C:5]([C:10]2[CH:15]=[CH:14][N:13]=[C:12]([NH:16][CH:17]3[CH2:22][CH2:21][CH:20]([NH2:23])[CH2:19][CH2:18]3)[N:11]=2)=[CH:4][N:3]=1.[CH3:24][CH2:25][N:26]([CH:30]([CH3:32])C)[CH:27]([CH3:29])C.ClCC[S:36](Cl)(=[O:38])=[O:37].N1CCCC1. (2) Product: [CH3:1][C:2]1[C:7]([CH2:8][S+:9]([O-:19])[C:10]2[NH:11][C:12]3[CH:13]=[CH:14][CH:15]=[CH:16][C:17]=3[N:18]=2)=[N:6][CH:5]=[CH:4][C:3]=1[O:20][CH2:21][CH2:22][CH2:23][O:24][CH3:25].[Ca:31]. Reactant: [CH3:1][C:2]1[C:7]([CH2:8][S+:9]([O-:19])[C:10]2[N-:11][C:12]3[CH:13]=[CH:14][CH:15]=[CH:16][C:17]=3[N:18]=2)=[N:6][CH:5]=[CH:4][C:3]=1[O:20][CH2:21][CH2:22][CH2:23][O:24][CH3:25].[Na+].C([O-])(=O)C.[Ca+2:31].C([O-])(=O)C. The catalyst class is: 6. (3) Reactant: [CH2:1]([N:8]1[C:13](=[O:14])[C:12]([CH3:16])([CH3:15])[CH2:11][C:10]([C:17]2[C:25]3[C:20](=[CH:21][CH:22]=[C:23]([Cl:26])[CH:24]=3)[NH:19][C:18]=2[CH3:27])=[N:9]1)[C:2]1[CH:7]=[CH:6][CH:5]=[CH:4][CH:3]=1.C([O-])([O-])=O.[K+].[K+].Br[CH2:35][C:36]([O:38]C(C)(C)C)=[O:37]. Product: [CH2:1]([N:8]1[C:13](=[O:14])[C:12]([CH3:16])([CH3:15])[CH2:11][C:10]([C:17]2[C:25]3[C:20](=[CH:21][CH:22]=[C:23]([Cl:26])[CH:24]=3)[N:19]([CH2:35][C:36]([OH:38])=[O:37])[C:18]=2[CH3:27])=[N:9]1)[C:2]1[CH:3]=[CH:4][CH:5]=[CH:6][CH:7]=1. The catalyst class is: 31. (4) Reactant: C(N(CC)C(C)C)(C)C.C(O[C:14](=[O:16])[CH3:15])(=O)C.[NH2:17][C@H:18]1[CH2:22][CH2:21][N:20]([C:23]2[N:28]=[CH:27][C:26]([C:29]3[CH:34]=[C:33]([CH3:35])[CH:32]=[C:31]([NH:36][C:37]4[CH:42]=[C:41]([C:43]([F:46])([F:45])[F:44])[CH:40]=[CH:39][N:38]=4)[N:30]=3)=[CH:25][CH:24]=2)[CH2:19]1. Product: [CH3:35][C:33]1[CH:32]=[C:31]([NH:36][C:37]2[CH:42]=[C:41]([C:43]([F:44])([F:46])[F:45])[CH:40]=[CH:39][N:38]=2)[N:30]=[C:29]([C:26]2[CH:27]=[N:28][C:23]([N:20]3[CH2:21][CH2:22][C@H:18]([NH:17][C:14](=[O:16])[CH3:15])[CH2:19]3)=[CH:24][CH:25]=2)[CH:34]=1. The catalyst class is: 1. (5) Reactant: CS([O:5][CH:6]1[CH2:9][N:8]([C:10]([C:12]2[O:13][C:14]([C:17]3[CH:22]=[CH:21][CH:20]=[CH:19][CH:18]=3)=[N:15][N:16]=2)=[O:11])[CH2:7]1)(=O)=O.O[C:24]1[CH:31]=[CH:30][C:27]([CH:28]=[O:29])=[CH:26][CH:25]=1.C([O-])([O-])=O.[Cs+].[Cs+].O. Product: [C:17]1([C:14]2[O:13][C:12]([C:10]([N:8]3[CH2:9][CH:6]([O:5][C:24]4[CH:31]=[CH:30][C:27]([CH:28]=[O:29])=[CH:26][CH:25]=4)[CH2:7]3)=[O:11])=[N:16][N:15]=2)[CH:22]=[CH:21][CH:20]=[CH:19][CH:18]=1. The catalyst class is: 44. (6) Reactant: [CH2:1]([C:3]1[CH:4]=[N:5][C:6]([N:9]2[CH2:14][CH2:13][CH:12]([N:15]3[CH2:20][CH2:19][CH2:18][C@H:17]([NH:21][C:22](=[O:31])[O:23][CH2:24][C:25]4[CH:30]=[CH:29][CH:28]=[CH:27][CH:26]=4)[C:16]3=[O:32])[CH2:11][CH2:10]2)=[N:7][CH:8]=1)[CH3:2].[H-].[Na+].I[CH3:36]. Product: [CH2:1]([C:3]1[CH:8]=[N:7][C:6]([N:9]2[CH2:10][CH2:11][CH:12]([N:15]3[CH2:20][CH2:19][CH2:18][C@H:17]([N:21]([CH3:36])[C:22](=[O:31])[O:23][CH2:24][C:25]4[CH:26]=[CH:27][CH:28]=[CH:29][CH:30]=4)[C:16]3=[O:32])[CH2:13][CH2:14]2)=[N:5][CH:4]=1)[CH3:2]. The catalyst class is: 3. (7) Reactant: [OH:1][C:2]1[C:11]([O:12][C:13]([C:15]2[CH:20]=[CH:19][CH:18]=[CH:17][CH:16]=2)=[O:14])=[CH:10][CH:9]=[CH:8][C:3]=1[C:4]([O:6][CH3:7])=[O:5].C(=O)([O-])[O-].[K+].[K+].C(#N)C.Br[CH2:31][CH2:32][O:33][CH3:34]. Product: [CH3:34][O:33][CH2:32][CH2:31][O:1][C:2]1[C:11]([O:12][C:13]([C:15]2[CH:20]=[CH:19][CH:18]=[CH:17][CH:16]=2)=[O:14])=[CH:10][CH:9]=[CH:8][C:3]=1[C:4]([O:6][CH3:7])=[O:5]. The catalyst class is: 13. (8) Reactant: [CH3:1][O:2][C:3]([C:5]1[CH:13]=[C:12]2[C:8]([C:9]([CH:16]=[O:17])=[CH:10][N:11]2[CH2:14][CH3:15])=[CH:7][CH:6]=1)=[O:4].[O-:18][Mn](=O)(=O)=O.[K+]. Product: [CH3:1][O:2][C:3]([C:5]1[CH:13]=[C:12]2[C:8]([C:9]([C:16]([OH:18])=[O:17])=[CH:10][N:11]2[CH2:14][CH3:15])=[CH:7][CH:6]=1)=[O:4]. The catalyst class is: 95. (9) Reactant: C([O:8][C:9](=[O:21])[C@H:10]([CH2:19][Br:20])[NH:11][C:12]([O:14][C:15]([CH3:18])([CH3:17])[CH3:16])=[O:13])C1C=CC=CC=1. Product: [C:12]([NH:11][C@H:10]([C:9]([OH:21])=[O:8])[CH2:19][Br:20])([O:14][C:15]([CH3:18])([CH3:17])[CH3:16])=[O:13]. The catalyst class is: 312. (10) Reactant: Cl[C:2]1[CH:7]=[CH:6][C:5]([S:8]([NH2:11])(=[O:10])=[O:9])=[CH:4][C:3]=1[N+:12]([O-:14])=[O:13].Cl.Cl.[NH2:17][CH2:18][C:19]1([NH2:25])[CH2:24][CH2:23][O:22][CH2:21][CH2:20]1.C(N(CC)CC)C. Product: [NH2:25][C:19]1([CH2:18][NH:17][C:2]2[CH:7]=[CH:6][C:5]([S:8]([NH2:11])(=[O:10])=[O:9])=[CH:4][C:3]=2[N+:12]([O-:14])=[O:13])[CH2:24][CH2:23][O:22][CH2:21][CH2:20]1. The catalyst class is: 38.